This data is from Reaction yield outcomes from USPTO patents with 853,638 reactions. The task is: Predict the reaction yield, written as a fraction of the theoretical maximum amount of product (1.0 means a 100% yield; for example, 0.34 means a 34% yield). (1) The reactants are COC1C=C2C(C(OC[C:15]3[N:19]4[CH:20]=[C:21](C#N)[CH:22]=[CH:23][C:18]4=[N:17][N:16]=3)=CC=N2)=CC=1.[C:26](=[O:29])([O-])[O-:27].[Na+].[Na+]. The catalyst is S(=O)(=O)(O)O.O. The product is [N:17]1[N:16]=[CH:15][N:19]2[CH:20]=[C:21]([C:26]([OH:27])=[O:29])[CH:22]=[CH:23][C:18]=12. The yield is 0.890. (2) The reactants are [NH2:1][C:2]([C:4]1[CH:29]=[CH:28][C:7]([O:8][CH2:9][CH2:10][CH2:11][O:12][C:13]2[CH:14]=[C:15]3[C:19](=[CH:20][CH:21]=2)[C@H:18]([CH2:22][C:23]([O:25][CH2:26][CH3:27])=[O:24])[CH2:17][CH2:16]3)=[C:6]([CH2:30][CH2:31][CH3:32])[CH:5]=1)=[S:3].Br[CH:34]1[CH2:39][CH2:38][CH2:37][O:36][C:35]1=O. The catalyst is CCO. The product is [CH2:26]([O:25][C:23](=[O:24])[CH2:22][C@H:18]1[C:19]2[C:15](=[CH:14][C:13]([O:12][CH2:11][CH2:10][CH2:9][O:8][C:7]3[CH:28]=[CH:29][C:4]([C:2]4[S:3][C:34]5[CH2:39][CH2:38][CH2:37][O:36][C:35]=5[N:1]=4)=[CH:5][C:6]=3[CH2:30][CH2:31][CH3:32])=[CH:21][CH:20]=2)[CH2:16][CH2:17]1)[CH3:27]. The yield is 0.290. (3) The reactants are [CH2:1]([C:3]1[CH:4]=[C:5]2[C:9](=[CH:10][CH:11]=1)[N:8](S(C1C=CC=CC=1)(=O)=O)[CH2:7][CH2:6]2)[CH3:2].[OH-].[Na+]. The catalyst is Br. The product is [CH2:1]([C:3]1[CH:4]=[C:5]2[C:9](=[CH:10][CH:11]=1)[NH:8][CH2:7][CH2:6]2)[CH3:2]. The yield is 0.320. (4) The reactants are [CH2:1]([NH:8][C:9]([NH:11][NH2:12])=[O:10])[C:2]1[CH:7]=[CH:6][CH:5]=[CH:4][CH:3]=1.[CH:13](N(C(C)C)CC)(C)C.[C:22]([O-:25])([O-])=[O:23].[K+].[K+].[C:28](OC(=O)CBr)([CH3:31])([CH3:30])[CH3:29]. The catalyst is C1(C)C=CC=CC=1.CN(C=O)C. The product is [C:28]([CH:31]([N:11]([C:9](=[O:10])[NH:8][CH2:1][C:2]1[CH:7]=[CH:6][CH:5]=[CH:4][CH:3]=1)[NH2:12])[C:22]([OH:25])=[O:23])([CH3:13])([CH3:30])[CH3:29]. The yield is 0.700. (5) The reactants are [OH:1][C@H:2]1[C:11](=[O:12])[C:10]2[CH:9]=[CH:8][N:7]3[C:13]([CH3:19])=[C:14]([CH2:16][O:17][CH3:18])[N:15]=[C:6]3[C:5]=2[NH:4][C@@H:3]1[C:20]1[CH:25]=[CH:24][CH:23]=[CH:22][CH:21]=1.[BH4-].[Na+].[Cl-].[NH4+]. The catalyst is CO. The product is [OH:12][C@@H:11]1[C:10]2[CH:9]=[CH:8][N:7]3[C:13]([CH3:19])=[C:14]([CH2:16][O:17][CH3:18])[N:15]=[C:6]3[C:5]=2[NH:4][C@H:3]([C:20]2[CH:21]=[CH:22][CH:23]=[CH:24][CH:25]=2)[C@H:2]1[OH:1]. The yield is 0.780.